Task: Predict the reaction yield, written as a fraction of the theoretical maximum amount of product (1.0 means a 100% yield; for example, 0.34 means a 34% yield).. Dataset: Reaction yield outcomes from USPTO patents with 853,638 reactions (1) The product is [CH3:3][O:4][C:5]([C:7]1[CH:11]=[C:10]([C:22]2[CH:21]=[CH:20][C:19]([NH2:32])=[CH:18][C:17]=2[N+:14]([O-:16])=[O:15])[O:9][C:8]=1[CH3:13])=[O:6]. The yield is 0.340. The catalyst is COCCOC.C1C=CC([P]([Pd]([P](C2C=CC=CC=2)(C2C=CC=CC=2)C2C=CC=CC=2)([P](C2C=CC=CC=2)(C2C=CC=CC=2)C2C=CC=CC=2)[P](C2C=CC=CC=2)(C2C=CC=CC=2)C2C=CC=CC=2)(C2C=CC=CC=2)C2C=CC=CC=2)=CC=1. The reactants are N#N.[CH3:3][O:4][C:5]([C:7]1[CH:11]=[C:10](Br)[O:9][C:8]=1[CH3:13])=[O:6].[N+:14]([C:17]1[CH:18]=[C:19]([NH2:32])[CH:20]=[CH:21][C:22]=1B1OC(C)(C)C(C)(C)O1)([O-:16])=[O:15].C(=O)(O)[O-].[Na+]. (2) The reactants are [CH2:1]([N:8]1[CH2:13][CH2:12][P:11](=[O:25])([C:14]2[CH:19]=[CH:18][C:17]([N+:20]([O-])=O)=[C:16]([O:23][CH3:24])[CH:15]=2)[CH2:10][CH2:9]1)[C:2]1[CH:7]=[CH:6][CH:5]=[CH:4][CH:3]=1.C(O)C.Cl. The catalyst is [Fe].O. The product is [CH2:1]([N:8]1[CH2:9][CH2:10][P:11]([C:14]2[CH:19]=[CH:18][C:17]([NH2:20])=[C:16]([O:23][CH3:24])[CH:15]=2)(=[O:25])[CH2:12][CH2:13]1)[C:2]1[CH:7]=[CH:6][CH:5]=[CH:4][CH:3]=1. The yield is 0.420. (3) The reactants are Cl.[CH3:2][C:3]1[N:4]=[CH:5][NH:6][C:7]=1[CH3:8].CN(C)C=O.[H-].[Na+].[I-].[K+].Br[CH2:19][CH2:20][O:21][Si:22]([C:25]([CH3:28])([CH3:27])[CH3:26])([CH3:24])[CH3:23]. No catalyst specified. The product is [Si:22]([O:21][CH2:20][CH2:19][N:4]1[C:3]([CH3:2])=[C:7]([CH3:8])[N:6]=[CH:5]1)([C:25]([CH3:28])([CH3:27])[CH3:26])([CH3:24])[CH3:23]. The yield is 0.770. (4) The reactants are Br[C:2]1[CH:7]=[CH:6][C:5]([C:8]2[N:9]=[C:10]([C@@H:13]3[CH2:25][N:23]4[C:24]5[CH:16]([C@@H:17]([NH:26][C:27](=[O:30])[O:28][CH3:29])[CH2:18][CH2:19][C:20]=5[CH:21]=[CH:22]4)[C:15](=[O:31])[CH2:14]3)[NH:11][CH:12]=2)=[CH:4][CH:3]=1.[B:32]1([B:32]2[O:36][C:35]([CH3:38])([CH3:37])[C:34]([CH3:40])([CH3:39])[O:33]2)[O:36][C:35]([CH3:38])([CH3:37])[C:34]([CH3:40])([CH3:39])[O:33]1.C([O-])(=O)C.[K+]. The catalyst is O1CCOCC1.C1C=CC(P(C2C=CC=CC=2)[C-]2C=CC=C2)=CC=1.C1C=CC(P(C2C=CC=CC=2)[C-]2C=CC=C2)=CC=1.Cl[Pd]Cl.[Fe+2]. The product is [O:31]=[C:15]1[CH:16]2[C:24]3[N:23]([CH:22]=[CH:21][C:20]=3[CH2:19][CH2:18][C@@H:17]2[NH:26][C:27](=[O:30])[O:28][CH3:29])[CH2:25][C@@H:13]([C:10]2[NH:11][CH:12]=[C:8]([C:5]3[CH:6]=[CH:7][C:2]([B:32]4[O:36][C:35]([CH3:38])([CH3:37])[C:34]([CH3:40])([CH3:39])[O:33]4)=[CH:3][CH:4]=3)[N:9]=2)[CH2:14]1. The yield is 0.797. (5) The reactants are [CH2:1]([O:4][C:5]1[CH:6]=[CH:7][CH:8]=[C:9]2[C:14]=1[CH:13]=[N:12][CH:11]=[CH:10]2)[CH2:2][CH3:3].C1C=C(Cl)C=C(C(OO)=[O:23])C=1. The catalyst is C(Cl)Cl. The product is [CH2:1]([O:4][C:5]1[CH:6]=[CH:7][CH:8]=[C:9]2[C:14]=1[CH:13]=[N+:12]([O-:23])[CH:11]=[CH:10]2)[CH2:2][CH3:3]. The yield is 0.740. (6) The reactants are [CH2:1]([N:12]1[C:20](=[O:21])[C:19]2[C:14](=[CH:15][CH:16]=[CH:17][CH:18]=2)[C:13]1=[O:22])[CH2:2][CH2:3][CH2:4][CH2:5][CH2:6][CH2:7][CH2:8]CC=C.[Mn]([O-])(=O)(=O)=O.[K+].S(=O)(O)[O-].[Na+].[C:34]([OH:37])(=[O:36])[CH3:35]. The catalyst is CCCCCCCC[N+](CCCCCCCC)(CCCCCCCC)C.[Cl-].CCCCCC.O. The product is [O:22]=[C:13]1[C:14]2[C:19](=[CH:18][CH:17]=[CH:16][CH:15]=2)[C:20](=[O:21])[N:12]1[CH2:1][CH2:2][CH2:3][CH2:4][CH2:5][CH2:6][CH2:7][CH2:8][CH2:35][C:34]([OH:37])=[O:36]. The yield is 0.610. (7) The catalyst is CN(C)C=O. The yield is 0.620. The product is [CH:22]1([C:20]([C:19]2[O:8][C:4]3[CH:5]=[CH:6][CH:7]=[C:2]([F:1])[C:3]=3[C:9]=2[CH3:10])=[O:21])[CH2:27][CH2:26][CH2:25][CH2:24][CH2:23]1. The reactants are [F:1][C:2]1[CH:7]=[CH:6][CH:5]=[C:4]([OH:8])[C:3]=1[C:9](=O)[CH3:10].C(=O)([O-])[O-].[K+].[K+].Br[CH2:19][C:20]([CH:22]1[CH2:27][CH2:26][CH2:25][CH2:24][CH2:23]1)=[O:21]. (8) The reactants are [CH3:1][O:2][C:3](=[O:34])[CH2:4][CH2:5][C:6]1[CH:11]=[CH:10][C:9]([O:12][C:13]2[CH:18]=[CH:17][C:16]([CH2:19][CH:20]([NH:26]C(OC(C)(C)C)=O)[C:21](=[O:25])[N:22]([CH3:24])[CH3:23])=[CH:15][CH:14]=2)=[CH:8][CH:7]=1.C(Cl)[Cl:36]. No catalyst specified. The product is [ClH:36].[CH3:1][O:2][C:3](=[O:34])[CH2:4][CH2:5][C:6]1[CH:11]=[CH:10][C:9]([O:12][C:13]2[CH:18]=[CH:17][C:16]([CH2:19][CH:20]([NH2:26])[C:21](=[O:25])[N:22]([CH3:23])[CH3:24])=[CH:15][CH:14]=2)=[CH:8][CH:7]=1. The yield is 1.00. (9) The reactants are [CH3:1]C1N=C2C(CC(=O)N2)=CN=1.[H-].[Na+].Cl[C:15]1[C:20]2=[C:21](C)[C:22]([C:24]([O:26][CH3:27])=[O:25])=[CH:23][N:19]2[N:18]=[CH:17][N:16]=1.C(O)(=O)C. The catalyst is CN(C=O)C.C1COCC1.C(Cl)Cl. The product is [CH3:27][O:26][C:24]([C:22]1[CH:21]=[C:20]2[N:19]([CH:23]=1)[N:18]=[C:17]([CH3:1])[N:16]=[CH:15]2)=[O:25]. The yield is 0.630.